From a dataset of Forward reaction prediction with 1.9M reactions from USPTO patents (1976-2016). Predict the product of the given reaction. (1) Given the reactants C([N:8]1[C:16]2[C:11](=[CH:12][C:13]([C:17]([OH:19])=[O:18])=[CH:14][CH:15]=2)[C:10]([CH3:20])=[N:9]1)C1C=CC=CC=1.[H][H], predict the reaction product. The product is: [CH3:20][C:10]1[C:11]2[C:16](=[CH:15][CH:14]=[C:13]([C:17]([OH:19])=[O:18])[CH:12]=2)[NH:8][N:9]=1. (2) Given the reactants C1([N:7]=C=NC2CCCCC2)CCCCC1.[OH:16][C:17]1[CH:22]=[CH:21][C:20]([CH2:23][CH2:24][C:25]([OH:27])=O)=[CH:19][CH:18]=1.[N+](C1C=CC(O)=CC=1)([O-])=O, predict the reaction product. The product is: [OH:16][C:17]1[CH:22]=[CH:21][C:20]([CH2:23][CH2:24][C:25]([NH2:7])=[O:27])=[CH:19][CH:18]=1. (3) Given the reactants [CH:1]([Si:3]([CH:6]=[CH2:7])(Cl)Cl)=[CH2:2].[CH3:8][C:9]([CH3:12])([O-:11])[CH3:10].[K+].[Cl-].[K+], predict the reaction product. The product is: [CH:1]([Si:3]([CH:6]=[CH2:7])([O:11][C:9]([CH3:12])([CH3:10])[CH3:8])[O:11][C:9]([CH3:12])([CH3:10])[CH3:8])=[CH2:2]. (4) Given the reactants Cl[C:2]1[CH:7]=[C:6]([N:8]2[CH2:12][CH2:11][CH2:10][C@H:9]2[CH2:13][CH3:14])[N:5]=[C:4]([NH2:15])[N:3]=1.[C:16]([C:18]1[CH:23]=[CH:22][C:21](B(O)O)=[CH:20][C:19]=1[F:27])#[N:17].O1CCOCC1.C([O-])(O)=O.[Na+], predict the reaction product. The product is: [NH2:15][C:4]1[N:3]=[C:2]([C:21]2[CH:22]=[CH:23][C:18]([C:16]#[N:17])=[C:19]([F:27])[CH:20]=2)[CH:7]=[C:6]([N:8]2[CH2:12][CH2:11][CH2:10][C@H:9]2[CH2:13][CH3:14])[N:5]=1. (5) Given the reactants [OH:1][C:2]1[CH:9]=[CH:8][C:5]([CH:6]=[O:7])=[C:4]([CH3:10])[CH:3]=1.[F:11][CH:12]([F:15])[CH2:13]I, predict the reaction product. The product is: [F:11][CH:12]([F:15])[CH2:13][O:1][C:2]1[CH:9]=[CH:8][C:5]([CH:6]=[O:7])=[C:4]([CH3:10])[CH:3]=1.